Regression/Classification. Given a drug SMILES string, predict its absorption, distribution, metabolism, or excretion properties. Task type varies by dataset: regression for continuous measurements (e.g., permeability, clearance, half-life) or binary classification for categorical outcomes (e.g., BBB penetration, CYP inhibition). Dataset: cyp3a4_veith. From a dataset of CYP3A4 inhibition data for predicting drug metabolism from PubChem BioAssay. The compound is COc1cccc(Nc2ncc3nc(CCc4ccccc4)c(=O)n(C[C@H]4CCCO4)c3n2)c1. The result is 1 (inhibitor).